This data is from Reaction yield outcomes from USPTO patents with 853,638 reactions. The task is: Predict the reaction yield, written as a fraction of the theoretical maximum amount of product (1.0 means a 100% yield; for example, 0.34 means a 34% yield). (1) The reactants are [CH3:1][O:2][C:3]1[CH:30]=[C:29]([O:31][CH3:32])[CH:28]=[CH:27][C:4]=1[CH2:5][N:6]1[C:14](=O)[C:13]2[C:8](=[CH:9][CH:10]=[CH:11][C:12]=2[O:16][CH2:17][CH2:18][CH2:19][N:20]2[CH2:25][CH2:24][O:23][CH2:22][CH2:21]2)[C:7]1=O.[H-].[Al+3].[Li+].[H-].[H-].[H-].C1COCC1. No catalyst specified. The product is [CH3:1][O:2][C:3]1[CH:30]=[C:29]([O:31][CH3:32])[CH:28]=[CH:27][C:4]=1[CH2:5][N:6]1[CH2:14][C:13]2[C:8](=[CH:9][CH:10]=[CH:11][C:12]=2[O:16][CH2:17][CH2:18][CH2:19][N:20]2[CH2:25][CH2:24][O:23][CH2:22][CH2:21]2)[CH2:7]1. The yield is 0.830. (2) The reactants are [N:1]1([C:6]2[CH:16]=[C:10]([C:11]([O:13][CH2:14][CH3:15])=[O:12])[C:9]([OH:17])=[CH:8][CH:7]=2)[CH:5]=[CH:4][CH:3]=[CH:2]1.Cl[C:19]1[C:28]2[C:23](=[CH:24][C:25]([O:31][CH3:32])=[C:26]([O:29][CH3:30])[CH:27]=2)[N:22]=[CH:21][CH:20]=1. The catalyst is CN(C)C1C=CN=CC=1.ClC1C=CC=CC=1Cl. The product is [CH3:30][O:29][C:26]1[CH:27]=[C:28]2[C:23](=[CH:24][C:25]=1[O:31][CH3:32])[N:22]=[CH:21][CH:20]=[C:19]2[O:17][C:9]1[CH:8]=[CH:7][C:6]([N:1]2[CH:5]=[CH:4][CH:3]=[CH:2]2)=[CH:16][C:10]=1[C:11]([O:13][CH2:14][CH3:15])=[O:12]. The yield is 0.150. (3) The reactants are [C:1]([CH2:4][CH:5]([S:15]([OH:18])(=[O:17])=[O:16])[CH2:6][NH:7][C:8](=[O:14])/[CH:9]=[CH:10]\[C:11]([OH:13])=O)([OH:3])=[O:2].CC(N(C)C)=O.C[Si](N[Si](C)(C)C)(C)C. The catalyst is [Cl-].[Cl-].[Zn+2].C1(C)C=CC=CC=1. The product is [O:13]=[C:11]1[CH:10]=[CH:9][C:8](=[O:14])[N:7]1[CH2:6][CH:5]([S:15]([OH:18])(=[O:17])=[O:16])[CH2:4][C:1]([OH:3])=[O:2]. The yield is 0.750. (4) The reactants are Br[CH2:2][CH2:3][CH2:4][CH2:5][CH2:6][CH2:7][CH2:8][C:9]([O:11][CH2:12][CH3:13])=[O:10].[I-:14].[Na+]. The catalyst is CC(C)=O. The product is [I:14][CH2:2][CH2:3][CH2:4][CH2:5][CH2:6][CH2:7][CH2:8][C:9]([O:11][CH2:12][CH3:13])=[O:10]. The yield is 0.932. (5) The reactants are FC(F)(F)C(O)=O.C(OC([CH2:15][NH:16][C:17]1[CH:18]=[C:19]([C:23]2[CH:24]=[N:25][C:26]([CH2:29][CH2:30][C:31]([O:33][CH3:34])=[O:32])=[N:27][CH:28]=2)[CH:20]=[CH:21][CH:22]=1)=O)(C)(C)C.[OH-].[Na+]. The catalyst is ClCCl. The product is [CH3:15][NH:16][C:17]1[CH:18]=[C:19]([C:23]2[CH:28]=[N:27][C:26]([CH2:29][CH2:30][C:31]([O:33][CH3:34])=[O:32])=[N:25][CH:24]=2)[CH:20]=[CH:21][CH:22]=1. The yield is 0.990.